From a dataset of CYP3A4 inhibition data for predicting drug metabolism from PubChem BioAssay. Regression/Classification. Given a drug SMILES string, predict its absorption, distribution, metabolism, or excretion properties. Task type varies by dataset: regression for continuous measurements (e.g., permeability, clearance, half-life) or binary classification for categorical outcomes (e.g., BBB penetration, CYP inhibition). Dataset: cyp3a4_veith. (1) The drug is c1ccc2c(Nc3ccncc3)nc(-c3ccc4c(c3)OCO4)nc2c1. The result is 1 (inhibitor). (2) The drug is CCCS(=O)(=O)N1CCCC(C(=O)NCc2cccnc2)C1. The result is 0 (non-inhibitor). (3) The compound is O=C(Nc1nnc(-c2ccc(Cl)cc2)o1)Nc1ccccc1Cl. The result is 0 (non-inhibitor). (4) The compound is CCOc1ccc(N(C(C)C(=O)N/N=C(\C)c2cccc(NC(=O)c3ccccc3)c2)S(C)(=O)=O)cc1. The result is 0 (non-inhibitor).